Dataset: Ames mutagenicity test results for genotoxicity prediction. Task: Regression/Classification. Given a drug SMILES string, predict its toxicity properties. Task type varies by dataset: regression for continuous values (e.g., LD50, hERG inhibition percentage) or binary classification for toxic/non-toxic outcomes (e.g., AMES mutagenicity, cardiotoxicity, hepatotoxicity). Dataset: ames. The drug is Oc1cc(O)cc(O)c1. The result is 0 (non-mutagenic).